Dataset: Catalyst prediction with 721,799 reactions and 888 catalyst types from USPTO. Task: Predict which catalyst facilitates the given reaction. (1) Reactant: Br[C:2]1[CH:11]=[CH:10][C:9]([O:12][CH3:13])=[C:8]2[C:3]=1[CH:4]=[N:5][C:6]([NH:14][CH3:15])=[N:7]2.CC(C)([O-])C.[Na+].[NH:22]1[CH2:27][CH2:26][CH2:25][CH2:24][CH2:23]1.[Cl-].[NH4+]. Product: [CH3:13][O:12][C:9]1[CH:10]=[CH:11][C:2]([N:22]2[CH2:27][CH2:26][CH2:25][CH2:24][CH2:23]2)=[C:3]2[C:8]=1[N:7]=[C:6]([NH:14][CH3:15])[N:5]=[CH:4]2. The catalyst class is: 133. (2) Reactant: [CH3:1][S:2]([NH:5][C:6]1[C:14]2[C:9](=[CH:10][CH:11]=[C:12]([N+:15]([O-])=O)[CH:13]=2)[NH:8][N:7]=1)(=[O:4])=[O:3].C(O)C.N. Product: [NH2:15][C:12]1[CH:13]=[C:14]2[C:9](=[CH:10][CH:11]=1)[NH:8][N:7]=[C:6]2[NH:5][S:2]([CH3:1])(=[O:4])=[O:3]. The catalyst class is: 6. (3) Product: [Cl:1][C:2]1[CH:3]=[C:4]([C:8]2[N:16]=[C:15]([CH2:17][CH:18]=[O:19])[N:14]=[C:13]3[C:9]=2[N:10]([CH2:29][C@H:30]2[CH2:31][CH2:32][C@H:33]([CH3:36])[CH2:34][CH2:35]2)[C:11]([N:22]2[CH2:27][CH2:26][O:25][CH2:24][C@H:23]2[CH3:28])=[N:12]3)[CH:5]=[CH:6][CH:7]=1. The catalyst class is: 1. Reactant: [Cl:1][C:2]1[CH:3]=[C:4]([C:8]2[N:16]=[C:15]([CH:17]=[CH:18][O:19]CC)[N:14]=[C:13]3[C:9]=2[N:10]([CH2:29][C@H:30]2[CH2:35][CH2:34][C@H:33]([CH3:36])[CH2:32][CH2:31]2)[C:11]([N:22]2[CH2:27][CH2:26][O:25][CH2:24][C@H:23]2[CH3:28])=[N:12]3)[CH:5]=[CH:6][CH:7]=1.Cl.